Dataset: Forward reaction prediction with 1.9M reactions from USPTO patents (1976-2016). Task: Predict the product of the given reaction. (1) Given the reactants [N:1]1([C:9]([O:11][C:12]([CH3:15])([CH3:14])[CH3:13])=[O:10])[CH2:5][CH2:4][C@H:3]2[CH2:6][NH:7][CH2:8][C@@H:2]12.Br[C:17]1[CH:18]=[N:19][CH:20]=[C:21]([O:23][CH3:24])[CH:22]=1.CC(C)([O-])C.[Na+].C(OCC)C, predict the reaction product. The product is: [CH3:24][O:23][C:21]1[CH:22]=[C:17]([N:7]2[CH2:6][C@H:3]3[C@H:2]([N:1]([C:9]([O:11][C:12]([CH3:15])([CH3:14])[CH3:13])=[O:10])[CH2:5][CH2:4]3)[CH2:8]2)[CH:18]=[N:19][CH:20]=1. (2) Given the reactants N1C=CC=CC=1.FC(F)(F)C(OC(=O)C(F)(F)F)=O.[Cl:20][C:21]1[CH:26]=[CH:25][N:24]=[C:23]([CH2:27][NH:28][C:29]2[O:30][C:31]3[C:37]([O:38][CH3:39])=[CH:36][C:35]([C:40]([N:42]4[CH2:47][C:46]([CH3:49])([CH3:48])[NH:45][C:44](=[O:50])[CH:43]4[CH2:51][C:52]([NH2:54])=O)=[O:41])=[CH:34][C:32]=3[N:33]=2)[CH:22]=1.O, predict the reaction product. The product is: [Cl:20][C:21]1[CH:26]=[CH:25][N:24]=[C:23]([CH2:27][NH:28][C:29]2[O:30][C:31]3[C:37]([O:38][CH3:39])=[CH:36][C:35]([C:40]([N:42]4[CH2:47][C:46]([CH3:48])([CH3:49])[NH:45][C:44](=[O:50])[CH:43]4[CH2:51][C:52]#[N:54])=[O:41])=[CH:34][C:32]=3[N:33]=2)[CH:22]=1. (3) Given the reactants [NH:1]1[C:9]2[C:4](=[C:5]([CH2:10][CH2:11][CH2:12][NH:13][C:14]3[N:19]=[C:18]([CH3:20])[C:17]([C:21]([NH:23][C@@H:24]([CH2:28][NH:29][C:30]([C:32]4[S:33][CH:34]=[CH:35][CH:36]=4)=[O:31])[C:25]([OH:27])=[O:26])=[O:22])=[C:16]([CH3:37])[N:15]=3)[CH:6]=[CH:7][CH:8]=2)[CH:3]=[N:2]1.I[CH2:39][CH2:40][CH2:41][CH3:42].C(=O)([O-])[O-].[K+].[K+], predict the reaction product. The product is: [CH2:39]([O:26][C:25](=[O:27])[C@@H:24]([NH:23][C:21]([C:17]1[C:16]([CH3:37])=[N:15][C:14]([NH:13][CH2:12][CH2:11][CH2:10][C:5]2[CH:6]=[CH:7][CH:8]=[C:9]3[C:4]=2[CH:3]=[N:2][NH:1]3)=[N:19][C:18]=1[CH3:20])=[O:22])[CH2:28][NH:29][C:30]([C:32]1[S:33][CH:34]=[CH:35][CH:36]=1)=[O:31])[CH2:40][CH2:41][CH3:42]. (4) Given the reactants [CH2:1]1[O:13][C:12]2[CH:11]=[C:10]3[C:5]([C:6]([NH:14][CH2:15][CH2:16][CH2:17][N:18]([CH3:20])[CH3:19])=[CH:7][CH:8]=[N:9]3)=[CH:4][C:3]=2[O:2]1.C(Cl)(=O)[C:22](Cl)=[O:23].[I:27][C:28]1[CH:36]=[CH:35][C:34]([O:37][CH3:38])=[C:33]([O:39][CH3:40])[C:29]=1C(O)=O, predict the reaction product. The product is: [CH2:1]1[O:13][C:12]2[CH:11]=[C:10]3[C:5]([C:6]([N:14]([CH2:15][CH2:16][CH2:17][N:18]([CH3:19])[CH3:20])[C:22](=[O:23])[C:36]4[CH:35]=[C:34]([O:37][CH3:38])[C:33]([O:39][CH3:40])=[CH:29][C:28]=4[I:27])=[CH:7][CH:8]=[N:9]3)=[CH:4][C:3]=2[O:2]1. (5) Given the reactants [CH2:1]1[CH2:6][CH2:5][CH2:4][CH2:3][CH2:2]1.O=O.N#N.[C:11]([OH:14])(=[O:13])[CH3:12], predict the reaction product. The product is: [C:1]1(=[O:13])[CH2:6][CH2:5][CH2:4][CH2:3][CH2:2]1.[CH:11]1([OH:14])[CH2:12][CH2:3][CH2:2][CH2:1][CH2:6]1.[C:11]([O:14][CH:1]1[CH2:6][CH2:5][CH2:4][CH2:3][CH2:2]1)(=[O:13])[CH3:12]. (6) Given the reactants C1(NC(N)=S)C=CC=CC=1.[Cl:11][C:12]1[CH:17]=[CH:16][C:15]([NH:18][C:19]([NH:21][C:22]2[CH:27]=[CH:26][CH:25]=[C:24]([F:28])[C:23]=2[CH3:29])=[S:20])=[C:14]([OH:30])[C:13]=1[S:31]([N:34]([CH3:36])[CH3:35])(=[O:33])=[O:32].[Si:37](Cl)([C:40]([CH3:43])([CH3:42])[CH3:41])([CH3:39])[CH3:38].N1C=CN=C1, predict the reaction product. The product is: [CH3:29][C:23]1[C:24]([F:28])=[CH:25][CH:26]=[CH:27][C:22]=1[NH:21][C:19]([NH:18][C:15]1[CH:16]=[CH:17][C:12]([Cl:11])=[C:13]([S:31]([N:34]([CH3:35])[CH3:36])(=[O:32])=[O:33])[C:14]=1[O:30][Si:37]([C:40]([CH3:43])([CH3:42])[CH3:41])([CH3:39])[CH3:38])=[S:20].